From a dataset of Catalyst prediction with 721,799 reactions and 888 catalyst types from USPTO. Predict which catalyst facilitates the given reaction. (1) Reactant: [O:1]=[C:2]1[N:7]2[CH2:8][C@H:9]([C:12]([O:14]C)=[O:13])[CH2:10][CH2:11][C@@H:6]2[CH2:5][N:4]([C:16]([O:18][CH2:19][C:20]2[CH:25]=[CH:24][CH:23]=[CH:22][CH:21]=2)=[O:17])[CH2:3]1.O[Li].O.Cl. Product: [CH2:19]([O:18][C:16]([N:4]1[CH2:3][C:2](=[O:1])[N:7]2[CH2:8][C@H:9]([C:12]([OH:14])=[O:13])[CH2:10][CH2:11][C@@H:6]2[CH2:5]1)=[O:17])[C:20]1[CH:25]=[CH:24][CH:23]=[CH:22][CH:21]=1. The catalyst class is: 20. (2) Reactant: C1(P(C2C=CC=CC=2)C2C=CC=CC=2)C=CC=CC=1.[OH:20][CH2:21][C:22]1([CH2:25][NH:26][C:27](=[O:33])[O:28][C:29]([CH3:32])([CH3:31])[CH3:30])[CH2:24][CH2:23]1.CCOC(/N=N/C(OCC)=O)=O.[NH2:46][C:47]1[C:48]([C:52]2[N:53]([CH2:63][CH3:64])[C:54]3[C:59](O)=[CH:58][N:57]=[C:56]([Cl:61])[C:55]=3[N:62]=2)=[N:49][O:50][N:51]=1. Product: [NH2:46][C:47]1[C:48]([C:52]2[N:53]([CH2:63][CH3:64])[C:54]3[C:59]([O:20][CH2:21][C:22]4([CH2:25][NH:26][C:27](=[O:33])[O:28][C:29]([CH3:30])([CH3:32])[CH3:31])[CH2:24][CH2:23]4)=[CH:58][N:57]=[C:56]([Cl:61])[C:55]=3[N:62]=2)=[N:49][O:50][N:51]=1. The catalyst class is: 410. (3) Reactant: [F:1][CH:2]([F:22])[O:3][C:4]1[CH:9]=[CH:8][C:7]([C@H:10]([NH:14][C:15](=[O:21])[O:16][C:17]([CH3:20])([CH3:19])[CH3:18])[CH2:11][CH2:12][OH:13])=[CH:6][CH:5]=1.[CH3:23][S:24](Cl)(=[O:26])=[O:25]. Product: [CH3:23][S:24]([O:13][CH2:12][CH2:11][C@@H:10]([NH:14][C:15]([O:16][C:17]([CH3:18])([CH3:19])[CH3:20])=[O:21])[C:7]1[CH:6]=[CH:5][C:4]([O:3][CH:2]([F:22])[F:1])=[CH:9][CH:8]=1)(=[O:26])=[O:25]. The catalyst class is: 91.